This data is from Catalyst prediction with 721,799 reactions and 888 catalyst types from USPTO. The task is: Predict which catalyst facilitates the given reaction. (1) Reactant: [F:1][C:2]1[C:7]([O:8][CH3:9])=[CH:6][C:5]([CH3:10])=[CH:4][N:3]=1.[Br:11]N1C(=O)CCC1=O.N(C(C)(C)C#N)=NC(C)(C)C#N. Product: [Br:11][CH2:10][C:5]1[CH:6]=[C:7]([O:8][CH3:9])[C:2]([F:1])=[N:3][CH:4]=1. The catalyst class is: 53. (2) Reactant: [CH2:1]([C@H:8]1[N:13]([C:14]([C:16]2[CH:20]=[CH:19][N:18]([C:21]3[CH:26]=[C:25]([OH:27])[CH:24]=[CH:23][C:22]=3[N+:28]([O-:30])=[O:29])[C:17]=2[C:31]2[CH:36]=[CH:35][CH:34]=[CH:33][CH:32]=2)=[O:15])[CH2:12][CH2:11][N:10]([C:37]([O:39][C:40]([CH3:43])([CH3:42])[CH3:41])=[O:38])[CH2:9]1)[C:2]1[CH:7]=[CH:6][CH:5]=[CH:4][CH:3]=1.[C:44](=O)([O-])[O-].[K+].[K+].O1CCOCC1.S(OC)(OC)(=O)=O. Product: [CH2:1]([C@H:8]1[N:13]([C:14]([C:16]2[CH:20]=[CH:19][N:18]([C:21]3[CH:26]=[C:25]([O:27][CH3:44])[CH:24]=[CH:23][C:22]=3[N+:28]([O-:30])=[O:29])[C:17]=2[C:31]2[CH:32]=[CH:33][CH:34]=[CH:35][CH:36]=2)=[O:15])[CH2:12][CH2:11][N:10]([C:37]([O:39][C:40]([CH3:43])([CH3:42])[CH3:41])=[O:38])[CH2:9]1)[C:2]1[CH:3]=[CH:4][CH:5]=[CH:6][CH:7]=1. The catalyst class is: 6. (3) Reactant: Cl[C:2]1[CH:7]=[C:6]([N:8]2[CH2:13][CH2:12][O:11][CH2:10][CH2:9]2)[N:5]=[C:4](N2C3C=CC=C(OC)C=3N=C2C(F)F)[N:3]=1.[CH3:28][O:29][C:30]1[N:35]=[CH:34][C:33](B(O)O)=[CH:32][N:31]=1.C([O-])([O-])=O.[K+].[K+]. Product: [N:8]1([C:6]2[N:5]=[CH:4][N:3]=[C:2]([C:33]3[CH:32]=[N:31][C:30]([O:29][CH3:28])=[N:35][CH:34]=3)[CH:7]=2)[CH2:9][CH2:10][O:11][CH2:12][CH2:13]1. The catalyst class is: 117. (4) Reactant: [CH3:1][N:2]1[CH2:7][CH2:6][N:5]([C:8]([CH:10]2[CH2:15][CH2:14][CH2:13][N:12]([C:16]3[CH:21]=[CH:20][C:19]([N+:22]([O-:24])=[O:23])=[CH:18][CH:17]=3)[CH2:11]2)=[O:9])[CH2:4][CH2:3]1.[N+:25]([C:28]1[CH:33]=[CH:32][C:31]([N:34]2[CH2:39][CH2:38][CH2:37][CH:36](C(O)=O)[CH2:35]2)=[CH:30][CH:29]=1)([O-:27])=[O:26]. The catalyst class is: 6. Product: [CH3:1][N:2]1[CH2:7][CH2:6][N:5]([C:8]([CH:37]2[CH2:36][CH2:35][N:34]([C:31]3[CH:30]=[CH:29][C:28]([N+:25]([O-:27])=[O:26])=[CH:33][CH:32]=3)[CH2:39][CH2:38]2)=[O:9])[CH2:4][CH2:3]1.[CH3:1][N:2]1[CH2:3][CH2:4][N:5]([C:8]([CH:10]2[CH2:15][CH2:14][CH2:13][N:12]([C:16]3[CH:21]=[CH:20][C:19]([N+:22]([O-:24])=[O:23])=[CH:18][CH:17]=3)[CH2:11]2)=[O:9])[CH2:6][CH2:7]1. (5) Reactant: [C:1]([O:5][C:6]([N:8]1[CH2:13][CH2:12][O:11][CH2:10][CH:9]1[CH:14]=O)=[O:7])([CH3:4])([CH3:3])[CH3:2].Cl.[NH2:17][OH:18]. Product: [C:1]([O:5][C:6]([N:8]1[CH2:13][CH2:12][O:11][CH2:10][CH:9]1[CH:14]=[N:17][OH:18])=[O:7])([CH3:4])([CH3:3])[CH3:2]. The catalyst class is: 228.